This data is from Catalyst prediction with 721,799 reactions and 888 catalyst types from USPTO. The task is: Predict which catalyst facilitates the given reaction. (1) Reactant: Cl.[CH:2]1[N:7]2[CH:8]=[CH:9][CH:10]=[C:6]2[CH:5]=[C:4]([C:11]([OH:13])=O)[N:3]=1.C1(P([Cl:28])(C2C=CC=CC=2)=O)C=CC=CC=1.Cl.Cl.[NH2:31][C@@H:32]1[CH:37]2[CH2:38][CH2:39][N:34]([CH2:35][CH2:36]2)[CH2:33]1.[OH-].[Na+]. Product: [ClH:28].[N:34]12[CH2:39][CH2:38][CH:37]([CH2:36][CH2:35]1)[C@@H:32]([NH:31][C:11]([C:4]1[N:3]=[CH:2][N:7]3[CH:8]=[CH:9][CH:10]=[C:6]3[CH:5]=1)=[O:13])[CH2:33]2. The catalyst class is: 1. (2) Reactant: C(=O)([O-])[O-].[K+].[K+].[CH2:7]([N:14]1[CH:18]=[C:17]([C:19]2[C:27]3[C:26]([O:28][CH2:29][CH2:30][O:31][CH3:32])=[N:25][CH:24]=[N:23][C:22]=3[N:21](C(OC(C)(C)C)=O)[CH:20]=2)[N:16]=[N:15]1)[C:8]1[CH:13]=[CH:12][CH:11]=[CH:10][CH:9]=1. Product: [CH2:7]([N:14]1[CH:18]=[C:17]([C:19]2[C:27]3[C:26]([O:28][CH2:29][CH2:30][O:31][CH3:32])=[N:25][CH:24]=[N:23][C:22]=3[NH:21][CH:20]=2)[N:16]=[N:15]1)[C:8]1[CH:13]=[CH:12][CH:11]=[CH:10][CH:9]=1. The catalyst class is: 5. (3) Reactant: Br[C:2]1[CH:9]=[CH:8][C:5]([C:6]#[N:7])=[CH:4][CH:3]=1.CON(C)[C:13](=[O:27])[CH:14]([NH:19][C:20](=[O:26])[O:21][C:22]([CH3:25])([CH3:24])[CH3:23])[C:15]([CH3:18])([CH3:17])[CH3:16].C(C(C(C([O-])=O)O)O)([O-])=O.[Na+].[K+]. Product: [C:6]([C:5]1[CH:8]=[CH:9][C:2]([C:13](=[O:27])[CH:14]([NH:19][C:20](=[O:26])[O:21][C:22]([CH3:25])([CH3:24])[CH3:23])[C:15]([CH3:18])([CH3:17])[CH3:16])=[CH:3][CH:4]=1)#[N:7]. The catalyst class is: 20. (4) Reactant: [NH:1]1[C:9]2[C:4](=[CH:5][CH:6]=[CH:7][CH:8]=2)[C:3]([S:10]([CH2:12][C:13]([NH:15][C:16]2[CH:20]=[C:19]([CH3:21])[O:18][N:17]=2)=[O:14])=[O:11])=[CH:2]1.[H-].[Na+].[Cl:24][C:25]1[CH:26]=[C:27]([CH:30]=[CH:31][CH:32]=1)[CH2:28]Br. Product: [Cl:24][C:25]1[CH:26]=[C:27]([CH:30]=[CH:31][CH:32]=1)[CH2:28][N:1]1[C:9]2[C:4](=[CH:5][CH:6]=[CH:7][CH:8]=2)[C:3]([S:10]([CH2:12][C:13]([NH:15][C:16]2[CH:20]=[C:19]([CH3:21])[O:18][N:17]=2)=[O:14])=[O:11])=[CH:2]1. The catalyst class is: 3. (5) Reactant: [CH3:1][N:2]1[C:6]([S:7][CH3:8])=[CH:5][C:4]([CH:9]([CH2:29][CH:30]2[CH2:35][CH2:34][O:33][CH2:32][CH2:31]2)[C:10](=O)[CH2:11][CH2:12][C:13]([C:15]2[S:16][C:17]([CH2:20][O:21]C3CCCCO3)=[CH:18][N:19]=2)=O)=[N:3]1.C([O-])(=O)C.[NH4+:40].[OH-].[Na+]. Product: [CH3:1][N:2]1[C:6]([S:7][CH3:8])=[CH:5][C:4]([CH:9]([C:10]2[NH:40][C:13]([C:15]3[S:16][C:17]([CH2:20][OH:21])=[CH:18][N:19]=3)=[CH:12][CH:11]=2)[CH2:29][CH:30]2[CH2:35][CH2:34][O:33][CH2:32][CH2:31]2)=[N:3]1. The catalyst class is: 15. (6) Reactant: I[C:2]1[CH:15]=[CH:14][C:5]([NH:6][C:7](=[O:13])[O:8][C:9]([CH3:12])([CH3:11])[CH3:10])=[C:4]([CH3:16])[CH:3]=1.C([Li])CCC.[CH3:22][C:23]([C:25]1[CH:30]=[CH:29][C:28]([Cl:31])=[CH:27][CH:26]=1)=[O:24].[Cl-].[NH4+]. Product: [Cl:31][C:28]1[CH:29]=[CH:30][C:25]([C:23]([C:2]2[CH:15]=[CH:14][C:5]([NH:6][C:7](=[O:13])[O:8][C:9]([CH3:12])([CH3:11])[CH3:10])=[C:4]([CH3:16])[CH:3]=2)([OH:24])[CH3:22])=[CH:26][CH:27]=1. The catalyst class is: 310. (7) Reactant: [Cl:1][C:2]1[N:7]=[C:6]([CH3:8])[C:5]([C:9]([N:11]2[CH2:16][CH2:15][N:14]([S:17]([C:20]3[CH:25]=[CH:24][C:23]([C:26]([F:29])([F:28])[F:27])=[CH:22][CH:21]=3)(=[O:19])=[O:18])[CH2:13][C@@H:12]2[CH3:30])=[O:10])=[CH:4][CH:3]=1.[NH:31]1[CH2:36][CH2:35][O:34][CH2:33][CH2:32]1. Product: [ClH:1].[CH3:8][C:6]1[N:7]=[C:2]([N:31]2[CH2:36][CH2:35][O:34][CH2:33][CH2:32]2)[CH:3]=[CH:4][C:5]=1[C:9]([N:11]1[CH2:16][CH2:15][N:14]([S:17]([C:20]2[CH:25]=[CH:24][C:23]([C:26]([F:29])([F:28])[F:27])=[CH:22][CH:21]=2)(=[O:19])=[O:18])[CH2:13][C@@H:12]1[CH3:30])=[O:10]. The catalyst class is: 32. (8) Reactant: [C@H:1]1([NH:10][C:11]2[CH:20]=[CH:19][C:18]3[C:17]([C:21]#[N:22])=[CH:16][CH:15]=[CH:14][C:13]=3[N:12]=2)[C:9]2[C:4](=[CH:5][CH:6]=[CH:7][CH:8]=2)[CH2:3][CH2:2]1.Cl.[NH2:24][OH:25].C(=O)([O-])[O-].[Na+].[Na+]. Product: [OH:25][NH:24][C:21]([C:17]1[C:18]2[CH:19]=[CH:20][C:11]([NH:10][C@H:1]3[C:9]4[C:4](=[CH:5][CH:6]=[CH:7][CH:8]=4)[CH2:3][CH2:2]3)=[N:12][C:13]=2[CH:14]=[CH:15][CH:16]=1)=[NH:22]. The catalyst class is: 88. (9) Reactant: C([O:3][C:4](=[O:29])[C:5]1[CH:10]=[CH:9][C:8]([CH:11]2[CH2:15][C:14]([C:20]3[CH:25]=[C:24]([Cl:26])[CH:23]=[C:22]([Cl:27])[CH:21]=3)([C:16]([F:19])([F:18])[F:17])[CH:13]=[N:12]2)=[CH:7][C:6]=1[CH3:28])C.[OH-].[Na+].Cl.C(OCC)(=O)C. Product: [Cl:26][C:24]1[CH:25]=[C:20]([C:14]2([C:16]([F:18])([F:19])[F:17])[CH:13]=[N:12][CH:11]([C:8]3[CH:9]=[CH:10][C:5]([C:4]([OH:29])=[O:3])=[C:6]([CH3:28])[CH:7]=3)[CH2:15]2)[CH:21]=[C:22]([Cl:27])[CH:23]=1. The catalyst class is: 40.